Dataset: Experimentally validated miRNA-target interactions with 360,000+ pairs, plus equal number of negative samples. Task: Binary Classification. Given a miRNA mature sequence and a target amino acid sequence, predict their likelihood of interaction. (1) The miRNA is hsa-miR-6870-5p with sequence UGGGGGAGAUGGGGGUUGA. The protein sequence of the target gene is MVSIPEYYEGKNVLLTGATGFLGKVLLEKLLRSCPKVNSVYVLVRQKAGQTPQERVEEVLSGKLFDRLRDENPDFREKIIAINSELTQPKLALSEEDKEVIIDSTNIIFHCAATVRFNENLRDAVQLNVIATRQLILLAQQMKNLEVFMHVSTAYAYCNRKHIDEVVYPPPVDPKKLIDSLEWMDDGLVNDITPKLIGDRPNTYIYTKALAEYVVQQEGAKLNVAIVRPSIVGASWKEPFPGWIDNFNGPSGLFIAAGKGILRTIRASNNALADLVPVDVVVNMSLAAAWYSGVNRPRNI.... Result: 0 (no interaction). (2) The miRNA is hsa-miR-660-5p with sequence UACCCAUUGCAUAUCGGAGUUG. The protein sequence of the target gene is MGPERHLSGAPARMATVVLGGDTMGPERIFPNQTEELGHQGPSEGTGDWSSEEPEEEQEETGSGPAGYSYQPLNQDPEQEEVELAPVGDGDVVADIQDRIQALGLHLPDPPLESEDEDEEGATALNNHSSIPMDPEHVELVKRTMAGVSLPAPGVPAWAREISDAQWEDVVQKALQARQASPAWK. Result: 0 (no interaction). (3) The miRNA is hsa-miR-5692a with sequence CAAAUAAUACCACAGUGGGUGU. The protein sequence of the target gene is MAAAAAETPEVLRECGCKGIRTCLICERQRGSDPPWELPPAKTYRFIYCSDTGWAVGTEESDFEGWAFPFPGVMLIEDFVTREEEAELVRLMDRDPWKLSQSGRRKQDYGPKVNFRKQKLKTEGFCGLPSFSREVVRRMGLYPGLEGFRPVEQCNLDYCPERGSAIDPHLDDAWLWGERLVSLNLLSPTVLSMCREAPGSLLLCSAPSAAPEALVDSVIAPSRSVLCQEVEVAIPLPARSLLVLTGAARHQWKHAIHRRHIEARRVCVTFRELSAEFGPGGRQQELGQELLRIALSFQGR.... Result: 0 (no interaction). (4) The miRNA is hsa-miR-192-5p with sequence CUGACCUAUGAAUUGACAGCC. The protein sequence of the target gene is MHGSCSFLMLLLPLLLLLVATTGPVGALTDEEKRLMVELHNLYRAQVSPTASDMLHMRWDEELAAFAKAYARQCVWGHNKERGRRGENLFAITDEGMDVPLAMEEWHHEREHYNLSAATCSPGQMCGHYTQVVWAKTERIGCGSHFCEKLQGVEETNIELLVCNYEPPGNVKGKRPYQEGTPCSQCPSGYHCKNSLCEPIGSPEDAQDLPYLVTEAPSFRATEASDSRKMGTPSSLATGIPAFLVTEVSGSLATKALPAVETQAPTSLATKDPPSMATEAPPCVTTEVPSILAAHSLPSL.... Result: 0 (no interaction). (5) The miRNA is mmu-miR-669m-5p with sequence UGUGUGCAUGUGCAUGUGUGUAU. The protein sequence of the target gene is MASEMEPEVQAIDRSLLECSAEEIAGRWLQATDLNREVYQHLAHCVPKIYCRGPNPFPQKEDTLAQHILLGPMEWYICAEDPALGFPKLEQANKPSHLCGRVFKVGEPTYSCRDCAVDPTCVLCMECFLGSIHRDHRYRMTTSGGGGFCDCGDTEAWKEGPYCQKHKLSSSEVVEEEDPLVHLSEDVIARTYNIFAIMFRYAVDILTWEKESELPEDLEVAEKSDTYYCMLFNDEVHTYEQVIYTLQKAVNCTQKEAIGFATTVDRDGRRSVRYGDFQYCDQAKTVIVRNTSRQTKPLKV.... Result: 0 (no interaction). (6) The miRNA is rno-let-7c-5p with sequence UGAGGUAGUAGGUUGUAUGGUU. The protein sequence of the target gene is MAAVKEPLEFHAKRPWRPEEAVEDPDEEDEDNTSEAENGFSLEEVLRLGGTKQDYLMLATLDENEEVIDGGKKGAIDDLQQGELEAFIQNLNLAKYTKASLVEEDEPAEKENSSKKEVKIPKINNKNTAESQRTSVNKVKNKNRPEPHSDENGSTTPKVKKDKQNIFEFFERQTLLLRPGGKWYDLEYSNEYSLKPQPQDVVSKYKTLAQKLYQHEINLFKSKTNSQKGASSTWMKAIVSSGTLGDRMAAMILLIQDDAVHTLQFVETLVNLVKKKGSKQQCLMALDTFKELLITDLLPD.... Result: 0 (no interaction). (7) The miRNA is hsa-miR-6810-3p with sequence UCCCCUGCUCCCUUGUUCCCCAG. The protein sequence of the target gene is MAALMRVKDSSRCLLLLAAVLMVESSQLGSSRAKLNSIKSSLGGETPAQSANRSAGMNQGLAFGGSKKGKSLGQAYPCSSDKECEVGRYCHSPHQGSSACMLCRRKKKRCHRDGMCCPGTRCNNGICIPVTESILTPHIPALDGTRHRDRNHGHYSNHDLGWQNLGRPHSKMPHIKGHEGDPCLRSSDCIDGFCCARHFWTKICKPVLHQGEVCTKQRKKGSHGLEIFQRCDCAKGLSCKVWKDATYSSKARLHVCQKI. Result: 0 (no interaction). (8) The miRNA is mmu-miR-1934-5p with sequence UCUGGUCCCCUGCUUCGUCCUCU. The protein sequence of the target gene is MEPSGGGLGPGRGTRDKKKGRSPDELPATGGDGGKHKKFLERFTSMRIKKEKEKPNSAHRNSSASYGDDPTAQSLQDISDEQVLVLFEQMLVDMNLNEEKQQPLREKDIVIKREMVSQYLHTSKAGMNQKESSRSAMMYIQELRSGLRDMHLLSCLESLRVSLNNNPVSWVQTFGAEGLASLLDILKRLHDEKEETSGNYDSRNQHEIIRCLKAFMNNKFGIKTMLETEEGILLLVRAMDPAVPNMMIDAAKLLSALCILPQPEDMNERVLEAMTERAEMDEVERFQPLLDGLKSGTSIA.... Result: 0 (no interaction).